Dataset: Clinical trial toxicity outcomes and FDA approval status for drugs. Task: Regression/Classification. Given a drug SMILES string, predict its toxicity properties. Task type varies by dataset: regression for continuous values (e.g., LD50, hERG inhibition percentage) or binary classification for toxic/non-toxic outcomes (e.g., AMES mutagenicity, cardiotoxicity, hepatotoxicity). Dataset: clintox. (1) The drug is CN(Cc1cnc2nc(N)nc(N)c2n1)c1ccc(C(=O)N[C@@H](CCC(=O)[O-])C(=O)[O-])cc1. The result is 0 (passed clinical trial). (2) The result is 0 (passed clinical trial). The compound is CC[C@H](C)C(=O)O[C@H]1C[C@H](O)C=C2C=C[C@H](C)[C@H](CC[C@@H](O)C[C@@H](O)CC(=O)[O-])[C@H]21. (3) The compound is COC(=O)c1ccccc1O. The result is 0 (passed clinical trial). (4) The drug is Brc1c(NC2=[NH+]CCN2)ccc2nccnc12. The result is 0 (passed clinical trial).